Dataset: Reaction yield outcomes from USPTO patents with 853,638 reactions. Task: Predict the reaction yield, written as a fraction of the theoretical maximum amount of product (1.0 means a 100% yield; for example, 0.34 means a 34% yield). (1) The reactants are [H-].[Na+].[CH3:3][NH:4][CH2:5][CH2:6][OH:7].F[C:9]1[CH:18]=[CH:17][CH:16]=[C:15]2[C:10]=1[C:11]([NH:19][C:20]1[CH:21]=[C:22]3[C:26](=[CH:27][CH:28]=1)[N:25]([CH2:29][C:30]1[CH:35]=[CH:34][CH:33]=[CH:32][N:31]=1)[N:24]=[CH:23]3)=[N:12][CH:13]=[N:14]2. The catalyst is C1COCC1. The product is [CH3:3][NH:4][CH2:5][CH2:6][O:7][C:9]1[CH:18]=[CH:17][CH:16]=[C:15]2[C:10]=1[C:11]([NH:19][C:20]1[CH:21]=[C:22]3[C:26](=[CH:27][CH:28]=1)[N:25]([CH2:29][C:30]1[CH:35]=[CH:34][CH:33]=[CH:32][N:31]=1)[N:24]=[CH:23]3)=[N:12][CH:13]=[N:14]2. The yield is 0.740. (2) The reactants are [OH:1][C:2]1[C:9]([CH3:10])=[C:8]([CH3:11])[CH:7]=[C:6]([CH3:12])[C:3]=1[CH:4]=O. The catalyst is CO.[C].[Pd]. The product is [CH3:4][C:3]1[C:6]([CH3:12])=[CH:7][C:8]([CH3:11])=[C:9]([CH3:10])[C:2]=1[OH:1]. The yield is 0.120. (3) The reactants are [Cl:1][C:2]1[CH:10]=[C:9]([C:11]([NH:13][C@H:14]([C:16]2[NH:20][C:19]3[CH:21]=[CH:22][C:23]([Cl:25])=[CH:24][C:18]=3[N:17]=2)[CH3:15])=[O:12])[CH:8]=[CH:7][C:3]=1[C:4](O)=[O:5].CN(C(ON1N=NC2C=CC=CC1=2)=[N+](C)C)C.[B-](F)(F)(F)F.C(N(C(C)C)CC)(C)C.[C:57]([N:60]([CH2:62][C@H:63]1[CH2:67][CH2:66][CH2:65][NH:64]1)[CH3:61])(=[O:59])[CH3:58].ClCl. The catalyst is O1CCCC1.ClCCl.C(O)C. The product is [C:57]([N:60]([CH2:62][C@H:63]1[CH2:67][CH2:66][CH2:65][N:64]1[C:4]([C:3]1[CH:7]=[CH:8][C:9]([C:11]([NH:13][C@H:14]([C:16]2[NH:20][C:19]3[CH:21]=[CH:22][C:23]([Cl:25])=[CH:24][C:18]=3[N:17]=2)[CH3:15])=[O:12])=[CH:10][C:2]=1[Cl:1])=[O:5])[CH3:61])(=[O:59])[CH3:58]. The yield is 0.170. (4) The reactants are [CH2:1]1[O:9][C:4]([CH2:7][CH3:8])([CH2:5]Br)[O:3][CH2:2]1.[I-:10].[Na+].C(=O)([O-])[O-].[Na+].[Na+]. The catalyst is CC(C)=O. The product is [CH2:1]1[O:9][C:4]([CH2:7][CH2:8][I:10])([CH3:5])[O:3][CH2:2]1. The yield is 0.940.